This data is from Reaction yield outcomes from USPTO patents with 853,638 reactions. The task is: Predict the reaction yield, written as a fraction of the theoretical maximum amount of product (1.0 means a 100% yield; for example, 0.34 means a 34% yield). (1) The reactants are [CH2:1]([O:3][C:4](=[O:10])[CH2:5][CH2:6][C:7]([OH:9])=O)[CH3:2].C(Cl)(=O)C(Cl)=O.[C:17]([C:21]1[CH:31]=[CH:30][CH:29]=[CH:28][C:22]=1[O:23][CH:24]1[CH2:27][NH:26][CH2:25]1)([CH3:20])([CH3:19])[CH3:18].C(N(CC)CC)C. The catalyst is C1COCC1.CN(C=O)C. The product is [C:17]([C:21]1[CH:31]=[CH:30][CH:29]=[CH:28][C:22]=1[O:23][CH:24]1[CH2:25][N:26]([C:7](=[O:9])[CH2:6][CH2:5][C:4]([O:3][CH2:1][CH3:2])=[O:10])[CH2:27]1)([CH3:20])([CH3:18])[CH3:19]. The yield is 0.900. (2) The reactants are [CH3:1][C:2]1[N:6]([CH3:7])[C:5]2[CH:8]=[C:9]([C:22]([OH:24])=O)[C:10]3[CH2:11][CH2:12][CH:13]([C:16]4[CH:21]=[CH:20][CH:19]=[CH:18][CH:17]=4)[O:14][C:15]=3[C:4]=2[N:3]=1.F[B-](F)(F)F.N1(OC(N(C)C)=[N+](C)C)C2C=CC=CC=2N=N1.[NH:47]1[CH2:52][CH2:51][O:50][CH2:49][CH2:48]1.O. The catalyst is ClCCl. The product is [CH3:1][C:2]1[N:6]([CH3:7])[C:5]2[CH:8]=[C:9]([C:22]([N:47]3[CH2:52][CH2:51][O:50][CH2:49][CH2:48]3)=[O:24])[C:10]3[CH2:11][CH2:12][CH:13]([C:16]4[CH:21]=[CH:20][CH:19]=[CH:18][CH:17]=4)[O:14][C:15]=3[C:4]=2[N:3]=1. The yield is 0.330. (3) The product is [Cl:1][C:2]1[CH:3]=[C:4]2[C:9](=[CH:10][C:11]=1[OH:12])[NH:8][C:7](=[O:13])[C:6]([CH2:14][NH:16][C:17]1[CH:24]=[CH:23][C:20]([C:21]#[N:22])=[C:19]([CH3:25])[N:18]=1)=[CH:5]2. The yield is 0.153. The reactants are [Cl:1][C:2]1[CH:3]=[C:4]2[C:9](=[CH:10][C:11]=1[OH:12])[NH:8][C:7](=[O:13])[C:6]([CH:14]=O)=[CH:5]2.[NH2:16][C:17]1[CH:24]=[CH:23][C:20]([C:21]#[N:22])=[C:19]([CH3:25])[N:18]=1.CO.C(O[BH-](OC(=O)C)OC(=O)C)(=O)C.[Na+]. The catalyst is C([O-])(O)=O.[Na+].C1(C)C=CC=CC=1. (4) The reactants are [CH3:1][C:2]1([CH3:25])[CH2:6][C:5]2[C:7]([CH3:24])=[C:8]([N:13]3[C:21](=O)[C:20]4[C:15](=[CH:16][CH:17]=[CH:18][CH:19]=4)[C:14]3=O)[C:9]([CH3:12])=[C:10]([CH3:11])[C:4]=2[O:3]1. The catalyst is C(O)C. The product is [CH3:1][C:2]1([CH3:25])[CH2:6][C:5]2[C:7]([CH3:24])=[C:8]([N:13]3[CH2:14][C:15]4[C:20](=[CH:19][CH:18]=[CH:17][CH:16]=4)[CH2:21]3)[C:9]([CH3:12])=[C:10]([CH3:11])[C:4]=2[O:3]1. The yield is 0.840. (5) The reactants are [Cl:1][C:2]1[CH:3]=[CH:4][C:5]2[N:6]([C:8](I)=[CH:9][N:10]=2)[N:7]=1.C([O-])([O-])=O.[Na+].[Na+].[C:18]([C:20]1[CH:25]=[CH:24][C:23](B(O)O)=[CH:22][CH:21]=1)#[N:19]. The catalyst is CN(C=O)C.O.C1C=CC([P]([Pd]([P](C2C=CC=CC=2)(C2C=CC=CC=2)C2C=CC=CC=2)([P](C2C=CC=CC=2)(C2C=CC=CC=2)C2C=CC=CC=2)[P](C2C=CC=CC=2)(C2C=CC=CC=2)C2C=CC=CC=2)(C2C=CC=CC=2)C2C=CC=CC=2)=CC=1. The product is [Cl:1][C:2]1[CH:3]=[CH:4][C:5]2[N:6]([C:8]([C:23]3[CH:24]=[CH:25][C:20]([C:18]#[N:19])=[CH:21][CH:22]=3)=[CH:9][N:10]=2)[N:7]=1. The yield is 0.980. (6) The reactants are [NH2:1][C:2]1[S:3][C:4]2[N:5]=[C:6]([N:11]([CH3:32])[C:12]3[CH:13]=[C:14]([NH:18][C:19](=[O:31])[C:20]4[CH:25]=[CH:24][CH:23]=[C:22]([C:26]([C:29]#[N:30])([CH3:28])[CH3:27])[CH:21]=4)[CH:15]=[CH:16][CH:17]=3)[N:7]=[CH:8][C:9]=2[N:10]=1.Cl[CH2:34][C:35](Cl)=[O:36].C(=O)([O-])O.[Na+].C(N(CC)CC)C.[CH3:50][N:51]1[CH2:56][CH2:55][NH:54][CH2:53][CH2:52]1. The catalyst is CN(C)C(=O)C. The product is [C:29]([C:26]([C:22]1[CH:21]=[C:20]([CH:25]=[CH:24][CH:23]=1)[C:19]([NH:18][C:14]1[CH:15]=[CH:16][CH:17]=[C:12]([N:11]([CH3:32])[C:6]2[N:7]=[CH:8][C:9]3[N:10]=[C:2]([NH:1][C:35](=[O:36])[CH2:34][N:54]4[CH2:55][CH2:56][N:51]([CH3:50])[CH2:52][CH2:53]4)[S:3][C:4]=3[N:5]=2)[CH:13]=1)=[O:31])([CH3:27])[CH3:28])#[N:30]. The yield is 0.500. (7) The reactants are [NH2:1][C:2]1[S:3][CH:4]=[C:5]([C:7]#[N:8])[N:6]=1.[Br:9]Br. The catalyst is CC(O)=O. The product is [NH2:1][C:2]1[S:3][C:4]([Br:9])=[C:5]([C:7]#[N:8])[N:6]=1. The yield is 0.530.